This data is from Full USPTO retrosynthesis dataset with 1.9M reactions from patents (1976-2016). The task is: Predict the reactants needed to synthesize the given product. (1) Given the product [C:6]([CH2:5][CH2:4][CH2:3][NH:2][C:22](=[O:23])[CH2:21][CH2:20][C:18]1[N:19]=[C:15]([C:12]2[CH:13]=[CH:14][C:9]([F:8])=[CH:10][CH:11]=2)[O:16][CH:17]=1)#[N:7], predict the reactants needed to synthesize it. The reactants are: Cl.[NH2:2][CH2:3][CH2:4][CH2:5][C:6]#[N:7].[F:8][C:9]1[CH:14]=[CH:13][C:12]([C:15]2[O:16][CH:17]=[C:18]([CH2:20][CH2:21][C:22](O)=[O:23])[N:19]=2)=[CH:11][CH:10]=1. (2) Given the product [OH:38][C:35]1([CH2:39][CH2:40][N:41]2[CH2:46][CH2:45][C@H:44]([OH:47])[C@@H:43]([CH3:48])[CH2:42]2)[CH2:34][CH2:33][CH:32]([NH:31][C:26]([C:20]2[NH:21][C:22]3[C:18]([CH:19]=2)=[C:17]([O:16][CH2:15][C:12]2[C:11]4[CH:29]=[CH:30][C:8]([O:7][CH2:6][CH2:5][CH2:4][O:3][CH2:1][CH3:2])=[CH:9][C:10]=4[O:14][CH:13]=2)[CH:25]=[CH:24][CH:23]=3)=[O:27])[CH2:37][CH2:36]1, predict the reactants needed to synthesize it. The reactants are: [CH2:1]([O:3][CH2:4][CH2:5][CH2:6][O:7][C:8]1[CH:30]=[CH:29][C:11]2[C:12]([CH2:15][O:16][C:17]3[CH:25]=[CH:24][CH:23]=[C:22]4[C:18]=3[CH:19]=[C:20]([C:26](O)=[O:27])[NH:21]4)=[CH:13][O:14][C:10]=2[CH:9]=1)[CH3:2].[NH2:31][CH:32]1[CH2:37][CH2:36][C:35]([CH2:39][CH2:40][N:41]2[CH2:46][CH2:45][C@H:44]([OH:47])[C@@H:43]([CH3:48])[CH2:42]2)([OH:38])[CH2:34][CH2:33]1. (3) Given the product [F:38][C:35]1[CH:36]=[CH:37][C:32]([CH2:31][CH2:30][C:29]2[N:28]=[C:27]3[N:39]4[CH2:45][CH2:44][CH2:43][N:40]4[C:41](=[O:42])[C:26]3=[C:25]([C:46]3[CH:54]=[CH:53][C:49]([C:50]([NH:18][CH2:12][C:13]4[O:17][CH:16]=[CH:15][CH:14]=4)=[O:51])=[CH:48][CH:47]=3)[C:24]=2[C:22]([O:21][CH2:19][CH3:20])=[O:23])=[CH:33][CH:34]=1, predict the reactants needed to synthesize it. The reactants are: CCN=C=NCCCN(C)C.[CH2:12]([NH2:18])[C:13]1[O:17][CH:16]=[CH:15][CH:14]=1.[CH2:19]([O:21][C:22]([C:24]1[C:25]([C:46]2[CH:54]=[CH:53][C:49]([C:50](O)=[O:51])=[CH:48][CH:47]=2)=[C:26]2[C:41](=[O:42])[N:40]3[CH2:43][CH2:44][CH2:45][N:39]3[C:27]2=[N:28][C:29]=1[CH2:30][CH2:31][C:32]1[CH:37]=[CH:36][C:35]([F:38])=[CH:34][CH:33]=1)=[O:23])[CH3:20].C1C=CC2N(O)N=NC=2C=1.O. (4) Given the product [Br:12][C:13]1[CH:18]=[C:17]([C:2]2[S:3][CH:4]=[C:5]([C:7]([O:9][CH2:10][CH3:11])=[O:8])[N:6]=2)[CH:16]=[CH:15][CH:14]=1, predict the reactants needed to synthesize it. The reactants are: Br[C:2]1[S:3][CH:4]=[C:5]([C:7]([O:9][CH2:10][CH3:11])=[O:8])[N:6]=1.[Br:12][C:13]1[CH:14]=[C:15](B(O)O)[CH:16]=[CH:17][CH:18]=1.